This data is from Full USPTO retrosynthesis dataset with 1.9M reactions from patents (1976-2016). The task is: Predict the reactants needed to synthesize the given product. (1) Given the product [Cl:1][C:2]1[CH:9]=[CH:8][C:5]([CH2:6][NH2:7])=[CH:4][CH:3]=1, predict the reactants needed to synthesize it. The reactants are: [Cl:1][C:2]1[CH:9]=[CH:8][C:5]([C:6]#[N:7])=[CH:4][CH:3]=1.[H][H]. (2) Given the product [Cl:40][C:41]1[CH:53]=[CH:52][C:44]([CH2:45][CH:6]2[CH2:7][CH2:8][N:9]([S:12]([C:15]3[C:16]([CH3:22])=[N:17][N:18]([CH3:21])[C:19]=3[CH3:20])(=[O:13])=[O:14])[CH2:10][CH2:11]2)=[C:43]([O:54][CH3:55])[CH:42]=1, predict the reactants needed to synthesize it. The reactants are: ClC1C=C(C=CC=1Cl)O[CH:6]1[CH2:11][CH2:10][N:9]([S:12]([C:15]2[C:16]([CH3:22])=[N:17][N:18]([CH3:21])[C:19]=2[CH3:20])(=[O:14])=[O:13])[CH2:8][CH2:7]1.CN1C(C)=C(S(Cl)(=O)=O)C(C)=N1.Cl.[Cl:40][C:41]1[CH:53]=[CH:52][C:44]([CH2:45]C2CCNCC2)=[C:43]([O:54][CH3:55])[CH:42]=1. (3) Given the product [C:1]([O:5][C:6]([NH:8][NH:9][C@H:10]([C:14]([CH3:15])([CH3:17])[CH3:16])[CH2:11][CH2:12][CH3:13])=[O:7])([CH3:4])([CH3:3])[CH3:2], predict the reactants needed to synthesize it. The reactants are: [C:1]([O:5][C:6]([NH:8][NH:9][C@H:10]([C:14]([CH3:17])([CH3:16])[CH3:15])[CH2:11][CH:12]=[CH2:13])=[O:7])([CH3:4])([CH3:3])[CH3:2]. (4) The reactants are: [Cl:1][C:2]1[CH:3]=[CH:4][C:5]([S:10][CH2:11][CH3:12])=[C:6]([CH2:8][NH2:9])[CH:7]=1.[NH2:13][C:14]1[CH:22]=[CH:21][C:20]([C:23]([F:26])([F:25])[F:24])=[CH:19][C:15]=1[C:16](O)=[O:17]. Given the product [NH2:13][C:14]1[CH:22]=[CH:21][C:20]([C:23]([F:24])([F:25])[F:26])=[CH:19][C:15]=1[C:16]([NH:9][CH2:8][C:6]1[CH:7]=[C:2]([Cl:1])[CH:3]=[CH:4][C:5]=1[S:10][CH2:11][CH3:12])=[O:17], predict the reactants needed to synthesize it. (5) The reactants are: [CH3:1][C:2]([NH:10][CH2:11][CH2:12][CH2:13][CH2:14][N:15]1[C:23](=[O:24])[C:22]2[C:17](=[CH:18][CH:19]=[CH:20][CH:21]=2)[C:16]1=[O:25])([C:4]1[CH:9]=[CH:8][CH:7]=[CH:6][N:5]=1)[CH3:3].[C:26]([O:30][C:31]([N:33]1[C:37]2[CH:38]=[CH:39][CH:40]=[CH:41][C:36]=2[N:35]=[C:34]1[CH2:42]Cl)=[O:32])([CH3:29])([CH3:28])[CH3:27]. Given the product [C:26]([O:30][C:31]([N:33]1[C:37]2[CH:38]=[CH:39][CH:40]=[CH:41][C:36]=2[N:35]=[C:34]1[CH2:42][N:10]([CH2:11][CH2:12][CH2:13][CH2:14][N:15]1[C:23](=[O:24])[C:22]2[C:17](=[CH:18][CH:19]=[CH:20][CH:21]=2)[C:16]1=[O:25])[C:2]([CH3:1])([C:4]1[CH:9]=[CH:8][CH:7]=[CH:6][N:5]=1)[CH3:3])=[O:32])([CH3:29])([CH3:28])[CH3:27], predict the reactants needed to synthesize it. (6) Given the product [Cl:24][S:17]([CH2:16][C:13]1[CH:14]=[CH:15][C:10]([CH2:9][C:8]2[CH:21]=[CH:22][C:5]([N+:2]([O-:4])=[O:3])=[CH:6][CH:7]=2)=[CH:11][CH:12]=1)(=[O:19])=[O:18], predict the reactants needed to synthesize it. The reactants are: [Na+].[N+:2]([C:5]1[CH:22]=[CH:21][C:8]([CH2:9][C:10]2[CH:15]=[CH:14][C:13]([CH2:16][S:17]([O-])(=[O:19])=[O:18])=[CH:12][CH:11]=2)=[CH:7][CH:6]=1)([O-:4])=[O:3].P(Cl)(Cl)(Cl)(Cl)[Cl:24]. (7) Given the product [N:7]1([C:5]([C@@H:4]([N:13]2[CH2:17][CH2:16][C@H:15]([NH:18][C:19](=[O:25])[O:20][C:21]([CH3:22])([CH3:23])[CH3:24])[C:14]2=[O:26])[CH2:3][CH:2]=[O:1])=[O:6])[CH2:12][CH2:11][O:10][CH2:9][CH2:8]1, predict the reactants needed to synthesize it. The reactants are: [OH:1][CH2:2][CH2:3][C@H:4]([N:13]1[CH2:17][CH2:16][C@H:15]([NH:18][C:19](=[O:25])[O:20][C:21]([CH3:24])([CH3:23])[CH3:22])[C:14]1=[O:26])[C:5]([N:7]1[CH2:12][CH2:11][O:10][CH2:9][CH2:8]1)=[O:6].C[N+]1([O-])CCOCC1. (8) Given the product [Br:34][C:35]1[N:39]([CH:40]([CH3:42])[CH3:41])[N:38]=[CH:37][C:36]=1[CH2:43][C:4]1([C:7]([O:9][CH2:10][CH3:11])=[O:8])[CH2:3][CH2:2][N:1]([C:12]([O:14][C:15]([CH3:17])([CH3:16])[CH3:18])=[O:13])[CH2:6][CH2:5]1, predict the reactants needed to synthesize it. The reactants are: [N:1]1([C:12]([O:14][C:15]([CH3:18])([CH3:17])[CH3:16])=[O:13])[CH2:6][CH2:5][CH:4]([C:7]([O:9][CH2:10][CH3:11])=[O:8])[CH2:3][CH2:2]1.[Li+].C[Si]([N-][Si](C)(C)C)(C)C.O1CCCC1.[Br:34][C:35]1[N:39]([CH:40]([CH3:42])[CH3:41])[N:38]=[CH:37][C:36]=1[CH2:43]Br. (9) The reactants are: [CH2:1]([N:3](CC)[CH2:4]C)C.[C:8]([O:12][C:13]([NH:15][CH:16]1[CH2:21][CH2:20][CH:19]([C:22]([OH:24])=O)[CH2:18][CH2:17]1)=[O:14])([CH3:11])([CH3:10])[CH3:9].CNC.F[P-](F)(F)(F)(F)F.N1(O[P+](N(C)C)(N(C)C)N(C)C)C2C=CC=CC=2N=N1. Given the product [C:8]([O:12][C:13](=[O:14])[NH:15][CH:16]1[CH2:21][CH2:20][CH:19]([C:22]([N:3]([CH3:4])[CH3:1])=[O:24])[CH2:18][CH2:17]1)([CH3:11])([CH3:10])[CH3:9], predict the reactants needed to synthesize it. (10) Given the product [C:1]([NH:5][C:6]1[CH:7]=[C:8]2[C:12](=[CH:13][CH:14]=1)[N:11]([C:15]([O:17][C:18]([CH3:19])([CH3:20])[CH3:21])=[O:16])[C:10]([C:22]([O:24][CH2:25][CH3:26])=[O:23])=[CH:9]2)(=[O:3])[CH3:2], predict the reactants needed to synthesize it. The reactants are: [C:1](Cl)(=[O:3])[CH3:2].[NH2:5][C:6]1[CH:7]=[C:8]2[C:12](=[CH:13][CH:14]=1)[N:11]([C:15]([O:17][C:18]([CH3:21])([CH3:20])[CH3:19])=[O:16])[C:10]([C:22]([O:24][CH2:25][CH3:26])=[O:23])=[CH:9]2.C(N(CC)CC)C.